This data is from NCI-60 drug combinations with 297,098 pairs across 59 cell lines. The task is: Regression. Given two drug SMILES strings and cell line genomic features, predict the synergy score measuring deviation from expected non-interaction effect. (1) Drug 1: C1CCN(CC1)CCOC2=CC=C(C=C2)C(=O)C3=C(SC4=C3C=CC(=C4)O)C5=CC=C(C=C5)O. Drug 2: CC(C)CN1C=NC2=C1C3=CC=CC=C3N=C2N. Cell line: A549. Synergy scores: CSS=-6.49, Synergy_ZIP=5.90, Synergy_Bliss=3.60, Synergy_Loewe=-1.51, Synergy_HSA=-4.33. (2) Drug 1: CC1=C(C=C(C=C1)NC2=NC=CC(=N2)N(C)C3=CC4=NN(C(=C4C=C3)C)C)S(=O)(=O)N.Cl. Drug 2: C1CCN(CC1)CCOC2=CC=C(C=C2)C(=O)C3=C(SC4=C3C=CC(=C4)O)C5=CC=C(C=C5)O. Cell line: HCT116. Synergy scores: CSS=5.43, Synergy_ZIP=2.44, Synergy_Bliss=8.75, Synergy_Loewe=5.36, Synergy_HSA=5.61. (3) Drug 1: COC1=C(C=C2C(=C1)N=CN=C2NC3=CC(=C(C=C3)F)Cl)OCCCN4CCOCC4. Drug 2: CS(=O)(=O)OCCCCOS(=O)(=O)C. Cell line: OVCAR-4. Synergy scores: CSS=23.5, Synergy_ZIP=-5.25, Synergy_Bliss=3.98, Synergy_Loewe=-15.1, Synergy_HSA=4.06.